From a dataset of Catalyst prediction with 721,799 reactions and 888 catalyst types from USPTO. Predict which catalyst facilitates the given reaction. (1) The catalyst class is: 2. Product: [Cl:31][CH2:2][C:3]1[CH:8]=[CH:7][C:6]([C@@H:9]([NH:11][C:12]2[N:17]=[C:16]([N:18]3[C@@H:22]([CH:23]([CH3:25])[CH3:24])[CH2:21][O:20][C:19]3=[O:26])[CH:15]=[CH:14][N:13]=2)[CH3:10])=[CH:5][CH:4]=1. Reactant: O[CH2:2][C:3]1[CH:8]=[CH:7][C:6]([C@@H:9]([NH:11][C:12]2[N:17]=[C:16]([N:18]3[C@@H:22]([CH:23]([CH3:25])[CH3:24])[CH2:21][O:20][C:19]3=[O:26])[CH:15]=[CH:14][N:13]=2)[CH3:10])=[CH:5][CH:4]=1.CS([Cl:31])(=O)=O.CCN(C(C)C)C(C)C. (2) The catalyst class is: 6. Product: [Cl:26][C:2]1[CH:7]=[CH:6][N:5]=[C:4]([C:8]([F:11])([F:10])[F:9])[CH:3]=1. Reactant: O[C:2]1[CH:7]=[CH:6][N:5]=[C:4]([C:8]([F:11])([F:10])[F:9])[CH:3]=1.C1CCCCC1.CN(C=O)C.C(Cl)(=O)C([Cl:26])=O. (3) Reactant: C(OC([N:8]1[CH2:13][CH2:12][CH:11]([N:14]([C:23]2([CH2:34][C:35]3[CH:40]=[CH:39][CH:38]=[C:37]([Cl:41])[CH:36]=3)[C:31]3[C:26](=[CH:27][C:28]([Cl:32])=[CH:29][CH:30]=3)[NH:25][C:24]2=[O:33])[CH2:15][C:16](=[O:22])[NH:17][CH:18]2[CH2:21][CH2:20][CH2:19]2)[CH2:10][CH2:9]1)=O)(C)(C)C.C(O)(C(F)(F)F)=O. Product: [Cl:32][C:28]1[CH:27]=[C:26]2[C:31]([C:23]([N:14]([CH:11]3[CH2:10][CH2:9][NH:8][CH2:13][CH2:12]3)[CH2:15][C:16]([NH:17][CH:18]3[CH2:19][CH2:20][CH2:21]3)=[O:22])([CH2:34][C:35]3[CH:40]=[CH:39][CH:38]=[C:37]([Cl:41])[CH:36]=3)[C:24](=[O:33])[NH:25]2)=[CH:30][CH:29]=1. The catalyst class is: 2. (4) Reactant: [C:1]([O:10]C)(=O)[C:2]1[C:3](=[CH:5][CH:6]=[CH:7][CH:8]=1)[SH:4].[CH2:12]([O:14][C:15]1[CH:20]=[CH:19][C:18]([C:21]#[N:22])=[CH:17][N:16]=1)[CH3:13].C(N(CC)CC)C. Product: [CH2:12]([O:14][C:15]1[N:16]=[CH:17][C:18]([C:21]2[S:4][C:3]3[CH:5]=[CH:6][CH:7]=[CH:8][C:2]=3[C:1](=[O:10])[N:22]=2)=[CH:19][CH:20]=1)[CH3:13]. The catalyst class is: 11. (5) Reactant: C1CCC(N=C=NC2CCCCC2)CC1.[CH:16]1[CH:17]=[CH:18][C:19]([NH:26][C:27]2[C:28]([Cl:34])=[CH:29][CH:30]=[CH:31][C:32]=2[Cl:33])=[C:20]([CH2:22][C:23]([OH:25])=[O:24])[CH:21]=1.O[C:36]1[CH:56]=[CH:55][C:39]([C:40]([O:42][CH:43]2[CH2:48][O:47][CH:46]([C:49]3[CH:54]=[CH:53][CH:52]=[CH:51][CH:50]=3)[O:45][CH2:44]2)=[O:41])=[CH:38][CH:37]=1. Product: [Cl:34][C:28]1[CH:29]=[CH:30][CH:31]=[C:32]([Cl:33])[C:27]=1[NH:26][C:19]1[CH:18]=[CH:17][CH:16]=[CH:21][C:20]=1[CH2:22][C:23]([O:25][C:36]1[CH:56]=[CH:55][C:39]([C:40]([O:42][CH:43]2[CH2:48][O:47][CH:46]([C:49]3[CH:54]=[CH:53][CH:52]=[CH:51][CH:50]=3)[O:45][CH2:44]2)=[O:41])=[CH:38][CH:37]=1)=[O:24]. The catalyst class is: 79. (6) Reactant: [Cl:1][C:2]1[C:10]([C:11]2[CH:12]=[CH:13][C:14]([NH2:17])=[N:15][CH:16]=2)=[CH:9][C:8]2[CH2:7][CH2:6][O:5][C:4]=2[CH:3]=1.[F:18][C:19]1[CH:27]=[CH:26][CH:25]=[CH:24][C:20]=1[C:21](Cl)=[O:22].CCN(C(C)C)C(C)C.C([O-])(O)=O.[Na+].C(Cl)Cl. Product: [Cl:1][C:2]1[C:10]([C:11]2[CH:12]=[CH:13][C:14]([NH:17][C:21]([C:20]3[CH:24]=[CH:25][CH:26]=[CH:27][C:19]=3[F:18])=[O:22])=[N:15][CH:16]=2)=[CH:9][C:8]2[CH2:7][CH2:6][O:5][C:4]=2[CH:3]=1. The catalyst class is: 2. (7) Reactant: [CH3:1][O:2][C:3](=[O:18])[C:4]([C:14](=O)[CH2:15][CH3:16])=[CH:5][C:6]1[CH:11]=[C:10]([Cl:12])[CH:9]=[C:8]([Cl:13])[CH:7]=1.C[NH:20][C:21](=[NH:23])[SH:22].S([O-])([O-])(=O)=O.[C:29]([O-])(=O)C.[Na+]. Product: [CH3:1][O:2][C:3]([C:4]1[CH:5]([C:6]2[CH:11]=[C:10]([Cl:12])[CH:9]=[C:8]([Cl:13])[CH:7]=2)[N:23]=[C:21]([S:22][CH3:29])[NH:20][C:14]=1[CH2:15][CH3:16])=[O:18]. The catalyst class is: 3.